The task is: Predict the reactants needed to synthesize the given product.. This data is from Full USPTO retrosynthesis dataset with 1.9M reactions from patents (1976-2016). (1) Given the product [S:16]1[C:24]2[C:23]3[C:28]([CH2:27][CH2:26][C:25]=2[N:17]=[C:15]1[NH:14][C:10]1[CH:11]=[CH:12][CH:13]=[C:8]([N:5]2[C:6]([CH3:7])=[C:2]([CH3:1])[N:3]=[CH:4]2)[CH:9]=1)=[CH:19][CH:20]=[CH:21][CH:22]=3, predict the reactants needed to synthesize it. The reactants are: [CH3:1][C:2]1[N:3]=[CH:4][N:5]([C:8]2[CH:9]=[C:10]([NH:14][C:15]([NH2:17])=[S:16])[CH:11]=[CH:12][CH:13]=2)[C:6]=1[CH3:7].Cl[CH:19]1[C:28]2[C:23](=[CH:24][CH:25]=[CH:26][CH:27]=2)[CH2:22][CH2:21][C:20]1=O. (2) Given the product [C:17]1([N:23]2[CH2:28][CH2:27][N:26]([CH2:15][CH2:14][CH2:13][CH2:12][CH:10]3[O:9][N:8]=[C:7]([C:1]4[CH:6]=[CH:5][CH:4]=[CH:3][CH:2]=4)[CH2:11]3)[CH2:25][CH2:24]2)[CH:22]=[CH:21][CH:20]=[CH:19][CH:18]=1, predict the reactants needed to synthesize it. The reactants are: [C:1]1([C:7]2[CH2:11][CH:10]([CH2:12][CH2:13][CH2:14][CH:15]=O)[O:9][N:8]=2)[CH:6]=[CH:5][CH:4]=[CH:3][CH:2]=1.[C:17]1([N:23]2[CH2:28][CH2:27][NH:26][CH2:25][CH2:24]2)[CH:22]=[CH:21][CH:20]=[CH:19][CH:18]=1.[BH-](OC(C)=O)(OC(C)=O)OC(C)=O.[Na+]. (3) Given the product [Br:1][C:2]1[C:7](=[O:8])[N:6]([C:9]2[CH:10]=[C:11]([CH:16]=[CH:17][C:18]=2[CH3:19])[C:12]([NH:41][CH3:40])=[O:14])[C:5]([NH:20][CH3:21])=[N:4][C:3]=1[O:22][CH2:23][C:24]1[CH:29]=[CH:28][C:27]([F:30])=[CH:26][C:25]=1[F:31], predict the reactants needed to synthesize it. The reactants are: [Br:1][C:2]1[C:7](=[O:8])[N:6]([C:9]2[CH:10]=[C:11]([CH:16]=[CH:17][C:18]=2[CH3:19])[C:12]([O:14]C)=O)[C:5]([NH:20][CH3:21])=[N:4][C:3]=1[O:22][CH2:23][C:24]1[CH:29]=[CH:28][C:27]([F:30])=[CH:26][C:25]=1[F:31].ClC(OCC(C)C)=O.[CH3:40][N:41]1CCOCC1.CN.